This data is from Peptide-MHC class II binding affinity with 134,281 pairs from IEDB. The task is: Regression. Given a peptide amino acid sequence and an MHC pseudo amino acid sequence, predict their binding affinity value. This is MHC class II binding data. The peptide sequence is QMATTLPVQRHPRSL. The MHC is HLA-DQA10301-DQB10302 with pseudo-sequence HLA-DQA10301-DQB10302. The binding affinity (normalized) is 0.148.